From a dataset of Reaction yield outcomes from USPTO patents with 853,638 reactions. Predict the reaction yield, written as a fraction of the theoretical maximum amount of product (1.0 means a 100% yield; for example, 0.34 means a 34% yield). The reactants are [CH2:1]([O:3][C:4]([C:6]1[C:10]([I:11])=[CH:9][NH:8][N:7]=1)=[O:5])[CH3:2].C(=O)([O-])[O-].[Cs+].[Cs+].Br[CH2:19][CH2:20][O:21][CH:22]1[CH2:27][CH2:26][CH2:25][CH2:24][O:23]1. The catalyst is C(#N)C. The product is [CH2:1]([O:3][C:4]([C:6]1[C:10]([I:11])=[CH:9][N:8]([CH2:19][CH2:20][O:21][CH:22]2[CH2:27][CH2:26][CH2:25][CH2:24][O:23]2)[N:7]=1)=[O:5])[CH3:2]. The yield is 0.390.